Dataset: Forward reaction prediction with 1.9M reactions from USPTO patents (1976-2016). Task: Predict the product of the given reaction. Given the reactants [CH2:1]([O:8][CH2:9][C@:10]12[C:20]([CH3:22])([CH3:21])[C@H:17]([CH2:18][CH2:19]1)[C:16]1[CH:15]=[C:14]([C:23]3[CH:28]=[CH:27][CH:26]=[CH:25][C:24]=3[F:29])[N:13]=[N:12][C:11]2=1)[C:2]1C=CC=CC=1.Br.O.C([O-])(O)=[O:33].[Na+], predict the reaction product. The product is: [F:29][C:24]1[CH:25]=[CH:26][CH:27]=[CH:28][C:23]=1[C:14]1[N:13]=[N:12][C:11]2[C@@:10]3([CH2:9][O:8][C:1](=[O:33])[CH3:2])[C:20]([CH3:21])([CH3:22])[C@@H:17]([C:16]=2[CH:15]=1)[CH2:18][CH2:19]3.